The task is: Predict the product of the given reaction.. This data is from Forward reaction prediction with 1.9M reactions from USPTO patents (1976-2016). Given the reactants C(CC([N:6]1[CH2:11][CH2:10][CH:9]([NH:12][C:13]2[C:14]3[CH:31]=[CH:30][N:29](S(C4C=CC(C)=CC=4)(=O)=O)[C:15]=3[N:16]=[C:17]([NH:19][C:20]3[CH:28]=[CH:27][C:23]([C:24]([NH2:26])=[O:25])=[CH:22][CH:21]=3)[N:18]=2)[CH2:8][CH2:7]1)=O)#N.[OH-].[K+], predict the reaction product. The product is: [NH:6]1[CH2:7][CH2:8][CH:9]([NH:12][C:13]2[C:14]3[CH:31]=[CH:30][NH:29][C:15]=3[N:16]=[C:17]([NH:19][C:20]3[CH:28]=[CH:27][C:23]([C:24]([NH2:26])=[O:25])=[CH:22][CH:21]=3)[N:18]=2)[CH2:10][CH2:11]1.